Dataset: Full USPTO retrosynthesis dataset with 1.9M reactions from patents (1976-2016). Task: Predict the reactants needed to synthesize the given product. (1) Given the product [Br:1][C:2]1[CH:3]=[CH:4][C:5](/[CH:8]=[CH:9]/[C@@H:10]2[C@H:18]3[C@:14]([C:21]([OH:23])=[O:22])([C:15](=[O:20])[O:16][C@@H:17]3[CH3:19])[CH2:13][C:12]([F:26])([F:25])[C@H:11]2[CH3:27])=[N:6][CH:7]=1, predict the reactants needed to synthesize it. The reactants are: [Br:1][C:2]1[CH:3]=[CH:4][C:5](/[CH:8]=[CH:9]/[C@@H:10]2[C@H:18]3[C@:14]([C:21]([O:23]C)=[O:22])([C:15](=[O:20])[O:16][C@@H:17]3[CH3:19])[CH2:13][C:12]([F:26])([F:25])[C@H:11]2[CH3:27])=[N:6][CH:7]=1.B(Br)(Br)Br. (2) Given the product [C:23]([C:22]1[CH:25]=[C:18]([C:16]2[O:15][N:14]=[C:13]([C:8]3[CH:7]=[CH:6][CH:5]=[C:4]4[C:9]=3[CH2:10][CH2:11][CH2:12][C@H:3]4[NH:2][S:30]([NH2:33])(=[O:32])=[O:31])[N:17]=2)[CH:19]=[CH:20][C:21]=1[O:26][CH:27]([CH3:29])[CH3:28])#[N:24], predict the reactants needed to synthesize it. The reactants are: Cl.[NH2:2][C@@H:3]1[CH2:12][CH2:11][CH2:10][C:9]2[C:8]([C:13]3[N:17]=[C:16]([C:18]4[CH:19]=[CH:20][C:21]([O:26][CH:27]([CH3:29])[CH3:28])=[C:22]([CH:25]=4)[C:23]#[N:24])[O:15][N:14]=3)=[CH:7][CH:6]=[CH:5][C:4]1=2.[S:30](N)([NH2:33])(=[O:32])=[O:31].CCN(C(C)C)C(C)C. (3) Given the product [F:1][C:2]1[CH:3]=[CH:4][C:5]([N:8]2[C:16]3[CH2:15][CH2:14][CH2:13][N:12]([C:27](=[O:28])[CH2:26][C:23]4[CH:24]=[CH:25][C:20]([O:19][C:18]([F:30])([F:17])[F:31])=[CH:21][CH:22]=4)[C:11]=3[CH:10]=[N:9]2)=[CH:6][CH:7]=1, predict the reactants needed to synthesize it. The reactants are: [F:1][C:2]1[CH:7]=[CH:6][C:5]([N:8]2[C:16]3[CH2:15][CH2:14][CH2:13][NH:12][C:11]=3[CH:10]=[N:9]2)=[CH:4][CH:3]=1.[F:17][C:18]([F:31])([F:30])[O:19][C:20]1[CH:25]=[CH:24][C:23]([CH2:26][C:27](O)=[O:28])=[CH:22][CH:21]=1.CCN(CC)CC.CN(C(ON1N=NC2C=CC=NC1=2)=[N+](C)C)C.F[P-](F)(F)(F)(F)F. (4) Given the product [CH:3]([OH:5])=[CH2:4].[CH:9]([C:11]1[CH:16]=[CH:15][CH:14]=[CH:13][C:12]=1[CH:17]=[CH2:18])=[CH2:10], predict the reactants needed to synthesize it. The reactants are: [OH-].[Na+].[C:3](OC=C)(=[O:5])[CH3:4].[CH:9]([C:11]1[CH:16]=[CH:15][CH:14]=[CH:13][C:12]=1[CH:17]=[CH2:18])=[CH2:10].